Binary Classification. Given a miRNA mature sequence and a target amino acid sequence, predict their likelihood of interaction. From a dataset of Experimentally validated miRNA-target interactions with 360,000+ pairs, plus equal number of negative samples. (1) The miRNA is rno-miR-9a-5p with sequence UCUUUGGUUAUCUAGCUGUAUGA. The protein sequence of the target gene is MHGVNDPPLFIKDIKAGLKNLNVVFIVLEIGRVTKTKDGHEVRSCKVADRTGSITISVWDEIGGLIQTGDIIRLTRGYASMWKGCLTLYTGRGGELQKIGEFCMVYSEVPNFSEPNPDYRGQQNRGVQNEQKDKLSTNTFGPVGNGDQTGPESRGYHLPYGRSNGPGPISPQLPGTPSSQTVRTTISNARDPRRAFKR. Result: 0 (no interaction). (2) The miRNA is mmu-miR-1191b-3p with sequence AGACUCACUAUGUAGCCCAAGC. The protein sequence of the target gene is MWRVRKRGYFGIWSFPLIIAAVCAQSVNDPSNMSLVKETVDRLLKGYDIRLRPDFGGPPVAVGMNIDIASIDMVSEVNMDYTLTMYFQQAWRDKRLSYNVIPLNLTLDNRVADQLWVPDTYFLNDKKSFVHGVTVKNRMIRLHPDGTVLYGLRITTTAACMMDLRRYPLDEQNCTLEIESYGYTTDDIEFYWRGDDNAVTGVTKIELPQFSIVDYKLITKKVVFSTGSYPRLSLSFKLKRNIGYFILQTYMPSILITILSWVSFWINYDASAARVALGITTVLTMTTINTHLRETLPKIP.... Result: 0 (no interaction). (3) The miRNA is hsa-miR-192-5p with sequence CUGACCUAUGAAUUGACAGCC. The protein sequence of the target gene is MQMSPALTCLVLGLALVFGEGSAVHHPPSYVAHLASDFGVRVFQQVAQASKDRNVVFSPYGVASVLAMLQLTTGGETQQQIQAAMGFKIDDKGMAPALRHLYKELMGPWNKDEISTTDAIFVQRDLKLVQGFMPHFFRLFRSTVKQVDFSEVERARFIINDWVKTHTKGMISNLLGKGAVDQLTRLVLVNALYFNGQWKTPFPDSSTHRRLFHKSDGSTVSVPMMAQTNKFNYTEFTTPDGHYYDILELPYHGDTLSMFIAAPYEKEVPLSALTNILSAQLISHWKGNMTRLPRLLVLPK.... Result: 1 (interaction). (4) The miRNA is hsa-miR-647 with sequence GUGGCUGCACUCACUUCCUUC. The protein sequence of the target gene is MAKERRRAVLELLQRPGNARCADCGAPDPDWASYTLGVFICLSCSGIHRNIPQVSKVKSVRLDAWEEAQVEFMASHGNDAARARFESKVPSFYYRPTPSDCQLLREQWIRAKYERQEFIYPEKQEPYSAGYREGFLWKRGRDNGQFLSRKFVLTEREGALKYFNRNDAKEPKAVMKIEHLNATFQPAKIGHPHGLQVTYLKDNSTRNIFIYHEDGKEIVDWFNALRAARFHYLQVAFPGAGDADLVPKLSRNYLKEGYMEKTGPKQTEGFRKRWFTMDDRRLMYFKDPLDAFARGEVFIG.... Result: 1 (interaction). (5) The miRNA is mmu-miR-882 with sequence AGGAGAGAGUUAGCGCAUUAGU. The protein sequence of the target gene is MNSMDRHIQQTNDRLQCIKQHLQNPANFHNAATELLDWCGDPRAFQRPFEQSLMGCLTVVSRVAAQQGFDLDLGYRLLAVCAANRDKFTPKSAALLSSWCEELGRLLLLRHQKSRQNDPPGKLPMQPPLSSMSSMKPTLSHSDGSFPYDSVPWQQNTNQPPGSLSVVTTVWGVTNTSQSQVLGNPMANANNPMNPGGNPMASGMSTSNPGINSPQFAGQQQQFSTKAGPAQPYIQPNMYGRPGYPGSGGFGASYPGGPSAPAGMGIPPHTRPPADFTQPAAAAAAAAVAAAAATATATAT.... Result: 0 (no interaction). (6) The miRNA is mmu-miR-9768-3p with sequence ACUGCCUUCCUUUGUGUGGCCCAG. The protein sequence of the target gene is MALPGDPRRLCRLVQEGRLRDLQEELAVARGCRGPAGDTLLHCAARHGRQDILAYLVEAWSMDIEATNRDYKRPLHEAASMGHRDCVRYLLGRGAVVDSLKKADWTPLMMACTRKNLDVIQDLVEHGANPLLKNKDGWNSFHIASREGHPVILRYLLTVCPDAWKTESNIRRTPLHTAAMHGCLEAVQVLLERCHYEPDCRDNCGVTPFMDAIQCGHVSIAKLLLEQHKACSSAADSMGAQALHRAAVTGQDEAIRFLVCGLGIDVDVRAKSSQLTALHYAAKEGQTNTVQTLLSLGADI.... Result: 0 (no interaction).